From a dataset of Catalyst prediction with 721,799 reactions and 888 catalyst types from USPTO. Predict which catalyst facilitates the given reaction. (1) Reactant: [OH:1][C:2]1[CH:10]=[CH:9][C:5]([C:6]([OH:8])=[O:7])=[CH:4][C:3]=1[C:11]([F:14])([F:13])[F:12].C([O-])([O-])=O.[Cs+].[Cs+].Br[CH2:22][CH:23]1[CH2:25][CH2:24]1. Product: [CH:25]1([CH2:24][O:1][C:2]2[CH:10]=[CH:9][C:5]([C:6]([O:8][CH2:22][CH:23]3[CH2:25][CH2:24]3)=[O:7])=[CH:4][C:3]=2[C:11]([F:12])([F:13])[F:14])[CH2:23][CH2:22]1. The catalyst class is: 3. (2) Reactant: O[CH:2]1[CH2:6][CH2:5][CH2:4][CH:3]1[C:7]([O:9][CH2:10][CH3:11])=[O:8].CCN(S(F)(F)[F:18])CC.C([O-])(O)=O.[Na+]. Product: [F:18][CH:2]1[CH2:6][CH2:5][CH2:4][CH:3]1[C:7]([O:9][CH2:10][CH3:11])=[O:8]. The catalyst class is: 2.